This data is from Peptide-MHC class I binding affinity with 185,985 pairs from IEDB/IMGT. The task is: Regression. Given a peptide amino acid sequence and an MHC pseudo amino acid sequence, predict their binding affinity value. This is MHC class I binding data. (1) The peptide sequence is YLDMVLAFL. The MHC is HLA-B08:02 with pseudo-sequence HLA-B08:02. The binding affinity (normalized) is 0.0847. (2) The peptide sequence is NIEIMDKEQL. The MHC is HLA-A68:02 with pseudo-sequence HLA-A68:02. The binding affinity (normalized) is 0.332. (3) The peptide sequence is SPGDNSAKF. The MHC is HLA-A25:01 with pseudo-sequence HLA-A25:01. The binding affinity (normalized) is 0.0847. (4) The peptide sequence is IPQSLDSWWTYL. The MHC is H-2-Ld with pseudo-sequence H-2-Ld. The binding affinity (normalized) is 1.00.